Task: Predict which catalyst facilitates the given reaction.. Dataset: Catalyst prediction with 721,799 reactions and 888 catalyst types from USPTO (1) Reactant: [CH:1](=O)[CH2:2][CH2:3][CH2:4][CH2:5][CH2:6][CH2:7][CH3:8].[ClH:10].Cl.[C:12]([C:16]1[CH:21]=[CH:20][C:19]([NH:22][C:23]([NH:25][C:26]([NH2:28])=[NH:27])=[NH:24])=[CH:18][CH:17]=1)([CH3:15])([CH3:14])[CH3:13]. Product: [ClH:10].[NH2:24][C:23]1[N:22]([C:19]2[CH:20]=[CH:21][C:16]([C:12]([CH3:15])([CH3:14])[CH3:13])=[CH:17][CH:18]=2)[CH:1]([CH2:2][CH2:3][CH2:4][CH2:5][CH2:6][CH2:7][CH3:8])[N:27]=[C:26]([NH2:28])[N:25]=1. The catalyst class is: 8. (2) Reactant: [NH3:1].[C:2]([C:4]1[CH:5]=[C:6]([CH:10]=[CH:11][CH:12]=1)[C:7](Cl)=[O:8])#[N:3]. Product: [C:2]([C:4]1[CH:5]=[C:6]([CH:10]=[CH:11][CH:12]=1)[C:7]([NH2:1])=[O:8])#[N:3]. The catalyst class is: 4. (3) Reactant: [CH3:1][N:2]([CH3:26])[CH2:3][CH:4]([CH3:25])[CH:5]([C:8]1[CH:9]=[C:10]([O:14]S(C2C=CC(C)=CC=2)(=O)=O)[CH:11]=[CH:12][CH:13]=1)[CH2:6][CH3:7].CO.[OH-].[Na+].[Cl-].[Na+]. Product: [CH3:26][N:2]([CH3:1])[CH2:3][CH:4]([CH3:25])[CH:5]([C:8]1[CH:9]=[C:10]([OH:14])[CH:11]=[CH:12][CH:13]=1)[CH2:6][CH3:7]. The catalyst class is: 6.